This data is from NCI-60 drug combinations with 297,098 pairs across 59 cell lines. The task is: Regression. Given two drug SMILES strings and cell line genomic features, predict the synergy score measuring deviation from expected non-interaction effect. (1) Drug 1: CN1C(=O)N2C=NC(=C2N=N1)C(=O)N. Drug 2: C1=NC(=NC(=O)N1C2C(C(C(O2)CO)O)O)N. Cell line: LOX IMVI. Synergy scores: CSS=8.15, Synergy_ZIP=-8.81, Synergy_Bliss=-13.8, Synergy_Loewe=-48.5, Synergy_HSA=-16.1. (2) Drug 1: C1=NC2=C(N=C(N=C2N1C3C(C(C(O3)CO)O)F)Cl)N. Drug 2: CC12CCC3C(C1CCC2OP(=O)(O)O)CCC4=C3C=CC(=C4)OC(=O)N(CCCl)CCCl.[Na+]. Cell line: T-47D. Synergy scores: CSS=-3.20, Synergy_ZIP=3.20, Synergy_Bliss=2.78, Synergy_Loewe=-7.99, Synergy_HSA=-7.33. (3) Drug 1: C1C(C(OC1N2C=NC(=NC2=O)N)CO)O. Drug 2: N.N.Cl[Pt+2]Cl. Cell line: OVCAR-4. Synergy scores: CSS=46.8, Synergy_ZIP=-1.04, Synergy_Bliss=-2.10, Synergy_Loewe=-3.19, Synergy_HSA=-0.267. (4) Drug 1: CN1CCC(CC1)COC2=C(C=C3C(=C2)N=CN=C3NC4=C(C=C(C=C4)Br)F)OC. Drug 2: CC1C(C(CC(O1)OC2CC(OC(C2O)C)OC3=CC4=CC5=C(C(=O)C(C(C5)C(C(=O)C(C(C)O)O)OC)OC6CC(C(C(O6)C)O)OC7CC(C(C(O7)C)O)OC8CC(C(C(O8)C)O)(C)O)C(=C4C(=C3C)O)O)O)O. Cell line: A549. Synergy scores: CSS=6.54, Synergy_ZIP=-3.72, Synergy_Bliss=-2.39, Synergy_Loewe=-1.69, Synergy_HSA=-1.95. (5) Drug 1: C1CCC(C1)C(CC#N)N2C=C(C=N2)C3=C4C=CNC4=NC=N3. Drug 2: CNC(=O)C1=NC=CC(=C1)OC2=CC=C(C=C2)NC(=O)NC3=CC(=C(C=C3)Cl)C(F)(F)F. Cell line: PC-3. Synergy scores: CSS=20.2, Synergy_ZIP=0.838, Synergy_Bliss=-1.51, Synergy_Loewe=-17.3, Synergy_HSA=-2.84.